Dataset: Experimentally validated miRNA-target interactions with 360,000+ pairs, plus equal number of negative samples. Task: Binary Classification. Given a miRNA mature sequence and a target amino acid sequence, predict their likelihood of interaction. The miRNA is hsa-miR-5571-5p with sequence CAAUUCUCAAAGGAGCCUCCC. The protein sequence of the target gene is MAPEEDAGGEALGGSFWEAGNYRRTVQRVEDGHRLCGDLVSCFQERARIEKAYAQQLADWARKWRGTVEKGPQYGTLEKAWHAFFTAAERLSALHLEVREKLQGQDSERVRAWQRGAFHRPVLGGFRESRAAEDGFRKAQKPWLKRLKEVEASKKSYHAARKDEKTAQTRESHAKADSAVSQEQLRKLQERVERCAKEAEKTKAQYEQTLAELHRYTPRYMEDMEQAFETCQAAERQRLLFFKDMLLTLHQHLDLSSSEKFHELHRDLHQGIEAASDEEDLRWWRSTHGPGMAMNWPQFE.... Result: 0 (no interaction).